This data is from Forward reaction prediction with 1.9M reactions from USPTO patents (1976-2016). The task is: Predict the product of the given reaction. (1) Given the reactants [NH2:1][C:2]1([C:15]#[N:16])[CH2:7][CH2:6][N:5]([CH2:8][C:9]2[CH:14]=[CH:13][CH:12]=[CH:11][CH:10]=2)[CH2:4][CH2:3]1.[NH2:17][C:18]1[C:19]([C:26]([NH:28][C:29](=N)SC)=[O:27])=[N:20][C:21]([Cl:25])=[C:22]([NH2:24])[N:23]=1, predict the reaction product. The product is: [CH2:8]([N:5]1[CH2:6][CH2:7][C:2]2([NH:1]/[C:29](=[N:28]\[C:26]([C:19]3[C:18]([NH2:17])=[N:23][C:22]([NH2:24])=[C:21]([Cl:25])[N:20]=3)=[O:27])/[NH:16][CH2:15]2)[CH2:3][CH2:4]1)[C:9]1[CH:14]=[CH:13][CH:12]=[CH:11][CH:10]=1. (2) Given the reactants Cl[C:2]1[N:7]=[C:6]([C:8]([OH:10])=[O:9])[CH:5]=[CH:4][C:3]=1[CH:11]1[CH2:13][CH2:12]1.[F:14][C:15]([F:22])([F:21])[C@H:16]([OH:20])[CH2:17][CH2:18][OH:19].CC(C)([O-])C.[K+], predict the reaction product. The product is: [CH:11]1([C:3]2[CH:4]=[CH:5][C:6]([C:8]([OH:10])=[O:9])=[N:7][C:2]=2[O:20][C@@H:16]([C:15]([F:22])([F:21])[F:14])[CH2:17][CH2:18][OH:19])[CH2:13][CH2:12]1. (3) Given the reactants [NH2:1][C:2]1[S:3]/[C:4](=[CH:8]\[C:9]2[CH:14]=[C:13]([O:15][CH3:16])[C:12]([OH:17])=[C:11]([F:18])[CH:10]=2)/[C:5](=[O:7])[N:6]=1.Br[CH2:20][C:21]([C:23]1[CH:31]=[CH:30][C:26]([C:27]([OH:29])=[O:28])=[CH:25][CH:24]=1)=O, predict the reaction product. The product is: [F:18][C:11]1[CH:10]=[C:9](/[CH:8]=[C:4]2/[C:5](=[O:7])[N:6]3[CH:20]=[C:21]([C:23]4[CH:31]=[CH:30][C:26]([C:27]([OH:29])=[O:28])=[CH:25][CH:24]=4)[N:1]=[C:2]3[S:3]/2)[CH:14]=[C:13]([O:15][CH3:16])[C:12]=1[OH:17]. (4) Given the reactants [CH:1]1([C:4]([OH:6])=O)[CH2:3][CH2:2]1.[NH2:7][C:8]1[N:13]=[N:12][C:11]([N:14]2[CH2:19][CH2:18][N:17]([C:20]([C:22]3[CH:27]=[CH:26][CH:25]=[CH:24][C:23]=3[C:28]([F:31])([F:30])[F:29])=[O:21])[CH2:16][CH2:15]2)=[CH:10][CH:9]=1, predict the reaction product. The product is: [F:31][C:28]([F:29])([F:30])[C:23]1[CH:24]=[CH:25][CH:26]=[CH:27][C:22]=1[C:20]([N:17]1[CH2:16][CH2:15][N:14]([C:11]2[N:12]=[N:13][C:8]([NH:7][C:4]([CH:1]3[CH2:3][CH2:2]3)=[O:6])=[CH:9][CH:10]=2)[CH2:19][CH2:18]1)=[O:21]. (5) Given the reactants [Cl:1][C:2]1[CH:7]=[CH:6][C:5]([C:8]2[CH:9]=[N:10][CH:11]=[C:12]3[C:17]=2[N:16]=[C:15]([C:18]([OH:20])=O)[CH:14]=[CH:13]3)=[CH:4][CH:3]=1.C(N(CC)C(C)C)(C)C.F[P-](F)(F)(F)(F)F.N1(OC(N(C)C)=[N+](C)C)C2N=CC=CC=2N=N1.[CH3:54][S:55]([C:58]1[CH:63]=[CH:62][C:61]([CH2:64][NH2:65])=[CH:60][CH:59]=1)(=[O:57])=[O:56], predict the reaction product. The product is: [Cl:1][C:2]1[CH:3]=[CH:4][C:5]([C:8]2[CH:9]=[N:10][CH:11]=[C:12]3[C:17]=2[N:16]=[C:15]([C:18]([NH:65][CH2:64][C:61]2[CH:60]=[CH:59][C:58]([S:55]([CH3:54])(=[O:57])=[O:56])=[CH:63][CH:62]=2)=[O:20])[CH:14]=[CH:13]3)=[CH:6][CH:7]=1.